From a dataset of Reaction yield outcomes from USPTO patents with 853,638 reactions. Predict the reaction yield, written as a fraction of the theoretical maximum amount of product (1.0 means a 100% yield; for example, 0.34 means a 34% yield). The reactants are [CH3:1][O:2][C:3]1[CH:8]=[CH:7][C:6]([N:9]2[C:17]3[C:12](=[CH:13][CH:14]=[CH:15][CH:16]=3)[C:11](SC)=[C:10]2[C:20]2[C:21]([CH3:26])=[N:22][O:23][C:24]=2[CH3:25])=[CH:5][CH:4]=1.SC1C=CC=CC=1C(O)=O.FC(F)(F)C(O)=O.[OH-].[Na+]. No catalyst specified. The product is [CH3:1][O:2][C:3]1[CH:4]=[CH:5][C:6]([N:9]2[C:17]3[C:12](=[CH:13][CH:14]=[CH:15][CH:16]=3)[CH:11]=[C:10]2[C:20]2[C:21]([CH3:26])=[N:22][O:23][C:24]=2[CH3:25])=[CH:7][CH:8]=1. The yield is 0.860.